Dataset: Peptide-MHC class II binding affinity with 134,281 pairs from IEDB. Task: Regression. Given a peptide amino acid sequence and an MHC pseudo amino acid sequence, predict their binding affinity value. This is MHC class II binding data. (1) The peptide sequence is MGEAVQNTVEDLKLN. The MHC is DRB3_0101 with pseudo-sequence DRB3_0101. The binding affinity (normalized) is 0.251. (2) The peptide sequence is FPDRASIIRLVGAVL. The MHC is HLA-DPA10103-DPB10301 with pseudo-sequence HLA-DPA10103-DPB10301. The binding affinity (normalized) is 0.392. (3) The peptide sequence is TFYGSNPRGAAPDDH. The MHC is DRB1_0701 with pseudo-sequence DRB1_0701. The binding affinity (normalized) is 0. (4) The peptide sequence is KADLENPHPLEKKITQW. The MHC is DRB1_0701 with pseudo-sequence DRB1_0701. The binding affinity (normalized) is 0. (5) The peptide sequence is EPIAAYHFDLSGKAF. The MHC is HLA-DPA10201-DPB10101 with pseudo-sequence HLA-DPA10201-DPB10101. The binding affinity (normalized) is 0.292.